Dataset: Reaction yield outcomes from USPTO patents with 853,638 reactions. Task: Predict the reaction yield, written as a fraction of the theoretical maximum amount of product (1.0 means a 100% yield; for example, 0.34 means a 34% yield). The catalyst is C(O)(=O)C. The reactants are [NH:1]1[C:9]2[C:4](=[CH:5][CH:6]=[CH:7][CH:8]=2)[C:3]2([CH2:14][CH2:13][CH2:12][CH2:11][CH2:10]2)[C:2]1=[O:15].C([O-])(=O)C.[Na+].[Br:21]Br. The yield is 0.670. The product is [Br:21][C:6]1[CH:5]=[C:4]2[C:9](=[CH:8][CH:7]=1)[NH:1][C:2](=[O:15])[C:3]12[CH2:14][CH2:13][CH2:12][CH2:11][CH2:10]1.